Dataset: Full USPTO retrosynthesis dataset with 1.9M reactions from patents (1976-2016). Task: Predict the reactants needed to synthesize the given product. (1) Given the product [F:23][C:17]1[C:18]([CH3:22])=[CH:19][CH:20]=[CH:21][C:16]=1[O:15][C:13]1[CH2:14][N:10]([C@@H:5]([CH2:6][CH:7]([CH3:8])[CH3:9])[C:4]([OH:25])=[O:3])[C:11](=[O:24])[CH:12]=1, predict the reactants needed to synthesize it. The reactants are: C([O:3][C:4](=[O:25])[C@@H:5]([N:10]1[CH2:14][C:13]([O:15][C:16]2[CH:21]=[CH:20][CH:19]=[C:18]([CH3:22])[C:17]=2[F:23])=[CH:12][C:11]1=[O:24])[CH2:6][CH:7]([CH3:9])[CH3:8])C.O.[OH-].[Li+]. (2) Given the product [NH2:1][C:2]1[C:6]2[CH:7]=[CH:8][C:9]([C:11]([C:19]3[C:20]4[C:25](=[C:24]([NH:26][S:27]([CH3:30])(=[O:28])=[O:29])[CH:23]=[CH:22][CH:21]=4)[NH:17][CH:18]=3)([CH2:14][CH3:15])[CH2:12][CH3:13])=[CH:10][C:5]=2[O:4][N:3]=1, predict the reactants needed to synthesize it. The reactants are: [NH2:1][C:2]1[C:6]2[CH:7]=[CH:8][C:9]([C:11](O)([CH2:14][CH3:15])[CH2:12][CH3:13])=[CH:10][C:5]=2[O:4][N:3]=1.[NH:17]1[C:25]2[C:20](=[CH:21][CH:22]=[CH:23][C:24]=2[NH:26][S:27]([CH3:30])(=[O:29])=[O:28])[CH:19]=[CH:18]1.C(O)(C(F)(F)F)=O. (3) Given the product [CH3:17][O:18][C:19]1[CH:20]=[CH:21][C:22]([N:25]2[CH:29]=[CH:28][C:27]([O:30][CH2:2][C:3]3[C:8]([Br:9])=[CH:7][CH:6]=[CH:5][C:4]=3[N:10]3[C:14](=[O:15])[N:13]([CH3:16])[N:12]=[N:11]3)=[N:26]2)=[CH:23][CH:24]=1, predict the reactants needed to synthesize it. The reactants are: Br[CH2:2][C:3]1[C:8]([Br:9])=[CH:7][CH:6]=[CH:5][C:4]=1[N:10]1[C:14](=[O:15])[N:13]([CH3:16])[N:12]=[N:11]1.[CH3:17][O:18][C:19]1[CH:24]=[CH:23][C:22]([N:25]2[CH:29]=[CH:28][C:27]([OH:30])=[N:26]2)=[CH:21][CH:20]=1.C(=O)([O-])[O-].[K+].[K+].C(#N)C. (4) Given the product [N+:10]([C:13]1[CH:14]=[CH:15][C:16]([S:19]([N:22]2[CH2:23][CH2:24][CH:25]([NH:28][C:29](=[O:32])[CH:30]=[CH2:31])[CH2:26][CH2:27]2)(=[O:20])=[O:21])=[CH:17][CH:18]=1)([O-:12])=[O:11], predict the reactants needed to synthesize it. The reactants are: C(N(C(C)C)CC)(C)C.[N+:10]([C:13]1[CH:18]=[CH:17][C:16]([S:19]([N:22]2[CH2:27][CH2:26][CH:25]([NH2:28])[CH2:24][CH2:23]2)(=[O:21])=[O:20])=[CH:15][CH:14]=1)([O-:12])=[O:11].[C:29](Cl)(=[O:32])[CH:30]=[CH2:31]. (5) Given the product [Br:1][C:2]1[CH:26]=[CH:25][C:24]([F:27])=[CH:23][C:3]=1[O:4][CH:5]1[CH2:10][CH2:9][N:8]([C:11]2[N:12]=[CH:13][C:14]3[N:19]=[C:18]([C:20]#[N:22])[S:17][C:15]=3[N:16]=2)[CH2:7][CH2:6]1, predict the reactants needed to synthesize it. The reactants are: [Br:1][C:2]1[CH:26]=[CH:25][C:24]([F:27])=[CH:23][C:3]=1[O:4][CH:5]1[CH2:10][CH2:9][N:8]([C:11]2[N:12]=[CH:13][C:14]3[N:19]=[C:18]([C:20]([NH2:22])=O)[S:17][C:15]=3[N:16]=2)[CH2:7][CH2:6]1.CCN(CC)CC.C(OC(C(F)(F)F)=O)(C(F)(F)F)=O. (6) Given the product [O:8]=[C:9]1[N:15]([CH:16]2[CH2:17][CH2:18][N:19]([C:22]([O:24][C@H:25]([CH2:26][C:27]3[CH:32]=[C:31]([C:33]([F:35])([F:34])[F:36])[C:30]([NH2:37])=[C:29]([Cl:38])[CH:28]=3)[C:39]([N:60]3[CH2:61][CH2:62][N:57]([C:54]4([CH3:63])[CH2:55][CH2:56][N:51]([CH2:50][C:49]([O:48][CH2:46][CH3:47])=[O:64])[CH2:52][CH2:53]4)[CH2:58][CH2:59]3)=[O:41])=[O:23])[CH2:20][CH2:21]2)[CH2:14][CH2:13][C:12]2[CH:42]=[CH:43][CH:44]=[CH:45][C:11]=2[NH:10]1, predict the reactants needed to synthesize it. The reactants are: C(N(CC)CC)C.[O:8]=[C:9]1[N:15]([CH:16]2[CH2:21][CH2:20][N:19]([C:22]([O:24][C@@H:25]([C:39]([OH:41])=O)[CH2:26][C:27]3[CH:32]=[C:31]([C:33]([F:36])([F:35])[F:34])[C:30]([NH2:37])=[C:29]([Cl:38])[CH:28]=3)=[O:23])[CH2:18][CH2:17]2)[CH2:14][CH2:13][C:12]2[CH:42]=[CH:43][CH:44]=[CH:45][C:11]=2[NH:10]1.[CH2:46]([O:48][C:49](=[O:64])[CH2:50][N:51]1[CH2:56][CH2:55][C:54]([CH3:63])([N:57]2[CH2:62][CH2:61][NH:60][CH2:59][CH2:58]2)[CH2:53][CH2:52]1)[CH3:47].CN(C(ON1N=NC2C=CC=CC1=2)=[N+](C)C)C.[B-](F)(F)(F)F. (7) The reactants are: [C:1](Cl)(=O)[C:2](Cl)=O.CN(C)[CH:9]=[O:10].[Br:12][C:13]1[CH:14]=[CH:15][C:16]([Cl:22])=[C:17]([CH:21]=1)[C:18]([OH:20])=O. Given the product [Br:12][C:13]1[CH:14]=[CH:15][C:16]([Cl:22])=[C:17]([C:18]([C:2]2[CH:1]=[CH:17][C:21]([O:10][CH3:9])=[CH:13][CH:14]=2)=[O:20])[CH:21]=1, predict the reactants needed to synthesize it. (8) Given the product [OH:21][C:12]1[CH:11]=[C:10]2[C:15]([CH2:16][C@@H:17]([C:18](=[O:20])[NH:46][C@H:36]3[C:45]4[C:40](=[CH:41][CH:42]=[CH:43][CH:44]=4)[CH2:39][CH2:38][CH2:37]3)[N:8]([C:6]([O:5][C:1]([CH3:3])([CH3:2])[CH3:4])=[O:7])[CH2:9]2)=[CH:14][CH:13]=1, predict the reactants needed to synthesize it. The reactants are: [C:1]([O:5][C:6]([N:8]1[C@H:17]([C:18]([OH:20])=O)[CH2:16][C:15]2[C:10](=[CH:11][C:12]([OH:21])=[CH:13][CH:14]=2)[CH2:9]1)=[O:7])([CH3:4])([CH3:3])[CH3:2].C(Cl)CCl.N1C2C(=NC=CC=2)N(O)N=1.[C@H:36]1([NH2:46])[C:45]2[C:40](=[CH:41][CH:42]=[CH:43][CH:44]=2)[CH2:39][CH2:38][CH2:37]1.CN1CCOCC1. (9) The reactants are: B.C1COCC1.[CH3:7][C:8]1[C:13]([N+:14]([O-:16])=[O:15])=[CH:12][CH:11]=[CH:10][C:9]=1[CH2:17][C:18]([NH:20][CH2:21][CH2:22][CH3:23])=O. Given the product [CH3:7][C:8]1[C:13]([N+:14]([O-:16])=[O:15])=[CH:12][CH:11]=[CH:10][C:9]=1[CH2:17][CH2:18][NH:20][CH2:21][CH2:22][CH3:23], predict the reactants needed to synthesize it. (10) Given the product [Br:21][C:7]1[CH:8]=[CH:9][C:10]2[C:11]3[N:12]([NH:13][C:14](=[O:15])[O:16][C:17]([CH3:18])([CH3:20])[CH3:19])[C:22]([CH2:23][CH2:24][CH3:25])=[N:1][C:2]=3[CH:3]=[N:4][C:5]=2[CH:6]=1, predict the reactants needed to synthesize it. The reactants are: [NH2:1][C:2]1[CH:3]=[N:4][C:5]2[C:10]([C:11]=1[NH:12][NH:13][C:14]([O:16][C:17]([CH3:20])([CH3:19])[CH3:18])=[O:15])=[CH:9][CH:8]=[C:7]([Br:21])[CH:6]=2.[C:22](OC)(OC)(OC)[CH2:23][CH2:24][CH3:25].